The task is: Regression. Given a peptide amino acid sequence and an MHC pseudo amino acid sequence, predict their binding affinity value. This is MHC class I binding data.. This data is from Peptide-MHC class I binding affinity with 185,985 pairs from IEDB/IMGT. (1) The binding affinity (normalized) is 0.723. The peptide sequence is LMTLYQIQV. The MHC is HLA-A02:03 with pseudo-sequence HLA-A02:03. (2) The peptide sequence is ILSPHNVVT. The MHC is HLA-B15:01 with pseudo-sequence HLA-B15:01. The binding affinity (normalized) is 0.498. (3) The peptide sequence is RALGGLACD. The MHC is HLA-A01:01 with pseudo-sequence HLA-A01:01. The binding affinity (normalized) is 0.